The task is: Regression. Given two drug SMILES strings and cell line genomic features, predict the synergy score measuring deviation from expected non-interaction effect.. This data is from NCI-60 drug combinations with 297,098 pairs across 59 cell lines. (1) Drug 1: CC12CCC3C(C1CCC2=O)CC(=C)C4=CC(=O)C=CC34C. Drug 2: C1=CC(=CC=C1CC(C(=O)O)N)N(CCCl)CCCl.Cl. Cell line: A498. Synergy scores: CSS=27.7, Synergy_ZIP=0.778, Synergy_Bliss=5.53, Synergy_Loewe=-2.94, Synergy_HSA=3.75. (2) Synergy scores: CSS=14.3, Synergy_ZIP=-4.45, Synergy_Bliss=5.28, Synergy_Loewe=-2.99, Synergy_HSA=3.27. Drug 1: CN1CCC(CC1)COC2=C(C=C3C(=C2)N=CN=C3NC4=C(C=C(C=C4)Br)F)OC. Cell line: DU-145. Drug 2: C1=CC(=CC=C1CC(C(=O)O)N)N(CCCl)CCCl.Cl. (3) Drug 1: CN1C2=C(C=C(C=C2)N(CCCl)CCCl)N=C1CCCC(=O)O.Cl. Drug 2: CC12CCC3C(C1CCC2OP(=O)(O)O)CCC4=C3C=CC(=C4)OC(=O)N(CCCl)CCCl.[Na+]. Cell line: MDA-MB-435. Synergy scores: CSS=20.0, Synergy_ZIP=-5.83, Synergy_Bliss=-2.23, Synergy_Loewe=1.03, Synergy_HSA=0.175. (4) Drug 1: C1=C(C(=O)NC(=O)N1)F. Drug 2: CC1=C(C=C(C=C1)NC(=O)C2=CC=C(C=C2)CN3CCN(CC3)C)NC4=NC=CC(=N4)C5=CN=CC=C5. Cell line: SN12C. Synergy scores: CSS=20.7, Synergy_ZIP=4.08, Synergy_Bliss=2.73, Synergy_Loewe=-4.88, Synergy_HSA=-2.27. (5) Synergy scores: CSS=5.10, Synergy_ZIP=-0.291, Synergy_Bliss=2.21, Synergy_Loewe=-1.70, Synergy_HSA=-1.10. Drug 2: CCC(=C(C1=CC=CC=C1)C2=CC=C(C=C2)OCCN(C)C)C3=CC=CC=C3.C(C(=O)O)C(CC(=O)O)(C(=O)O)O. Drug 1: C1=CC(=CC=C1CC(C(=O)O)N)N(CCCl)CCCl.Cl. Cell line: OVCAR-5. (6) Drug 1: C1=C(C(=O)NC(=O)N1)N(CCCl)CCCl. Drug 2: CC(C)NC(=O)C1=CC=C(C=C1)CNNC.Cl. Cell line: SR. Synergy scores: CSS=69.8, Synergy_ZIP=7.76, Synergy_Bliss=7.63, Synergy_Loewe=-4.41, Synergy_HSA=9.11.